From a dataset of Forward reaction prediction with 1.9M reactions from USPTO patents (1976-2016). Predict the product of the given reaction. (1) Given the reactants Cl.[Br:2][C:3]1[CH:4]=[N:5][CH:6]=[C:7]([C:9]2[N:10]=[N:11][NH:12][N:13]=2)[CH:8]=1.Br[CH2:15][C:16]([O:18][CH2:19][CH3:20])=[O:17], predict the reaction product. The product is: [Br:2][C:3]1[CH:8]=[C:7]([C:9]2[N:10]=[N:11][N:12]([CH2:15][C:16]([O:18][CH2:19][CH3:20])=[O:17])[N:13]=2)[CH:6]=[N:5][CH:4]=1. (2) Given the reactants [N+:1]([O-:4])(O)=[O:2].FC(F)(F)C(O)=O.FC(F)(F)C(OC(=O)C(F)(F)F)=O.[CH3:25][O:26][C:27](=[O:42])[NH:28][CH:29]1[CH2:37][C:36]2[C:31](=[CH:32][CH:33]=[CH:34][CH:35]=2)[CH:30]1[O:38][C:39](=[O:41])[CH3:40].C(=O)(O)N, predict the reaction product. The product is: [CH3:25][O:26][C:27](=[O:42])[NH:28][CH:29]1[CH2:37][C:36]2[C:31](=[CH:32][C:33]([N+:1]([O-:4])=[O:2])=[CH:34][CH:35]=2)[CH:30]1[O:38][C:39](=[O:41])[CH3:40].